Dataset: Retrosynthesis with 50K atom-mapped reactions and 10 reaction types from USPTO. Task: Predict the reactants needed to synthesize the given product. (1) Given the product COC(=O)CNc1cc(CN(Cc2ccccc2)C(=O)OCc2ccccc2)ccc1OCc1ccccc1, predict the reactants needed to synthesize it. The reactants are: COC(=O)CBr.Nc1cc(CN(Cc2ccccc2)C(=O)OCc2ccccc2)ccc1OCc1ccccc1. (2) Given the product FC(F)(F)c1ccc(Oc2cc(C=C3CCNCC3)cc(C3CC3)c2)nc1, predict the reactants needed to synthesize it. The reactants are: CC(C)(C)OC(=O)N1CCC(=Cc2cc(Oc3ccc(C(F)(F)F)cn3)cc(C3CC3)c2)CC1. (3) Given the product Fc1ccc(CNc2nc(-c3ccccn3)nc3sc(C(F)(F)F)cc23)cc1, predict the reactants needed to synthesize it. The reactants are: FC(F)(F)c1cc2c(Cl)nc(-c3ccccn3)nc2s1.NCc1ccc(F)cc1. (4) Given the product CC(C(=O)O)N1CCCCCC(N=[N+]=[N-])C1=O, predict the reactants needed to synthesize it. The reactants are: COC(=O)C(C)N1CCCCCC(N=[N+]=[N-])C1=O. (5) Given the product O=C(Nc1ccc2[nH]nc(-c3cccc(CN4CCOCC4)c3)c2c1)C(c1ccsc1)N1CCCC1, predict the reactants needed to synthesize it. The reactants are: CC1(C)OB(c2cccc(CN3CCOCC3)c2)OC1(C)C.O=C(Nc1ccc2[nH]nc(I)c2c1)C(c1ccsc1)N1CCCC1. (6) Given the product CC(C)=CCOc1ccc(OCCOC(=O)NC(C)C)cc1, predict the reactants needed to synthesize it. The reactants are: CC(C)=CCOc1ccc(OCCO)cc1.CC(C)N=C=O. (7) Given the product O=[N+]([O-])c1cc(F)c(F)c(F)c1Nc1cc(C2CC2)[nH]n1, predict the reactants needed to synthesize it. The reactants are: Nc1cc(C2CC2)[nH]n1.O=[N+]([O-])c1cc(F)c(F)c(F)c1F. (8) Given the product COc1cc(C)cc2c(Br)ccc(OC(C)C)c12, predict the reactants needed to synthesize it. The reactants are: COc1cc(CBr)cc2c(Br)ccc(OC(C)C)c12.